From a dataset of Reaction yield outcomes from USPTO patents with 853,638 reactions. Predict the reaction yield, written as a fraction of the theoretical maximum amount of product (1.0 means a 100% yield; for example, 0.34 means a 34% yield). (1) The reactants are [CH3:1][C:2]([CH3:40])([CH3:39])[C:3](=O)[CH2:4][N:5]1[C:10](=[O:11])[C:9]([CH2:12][C:13]2[CH:18]=[CH:17][C:16]([C:19]3[CH:24]=[CH:23][CH:22]=[CH:21][C:20]=3[C:25]3[NH:29][C:28](=[O:30])[O:27][N:26]=3)=[CH:15][CH:14]=2)=[C:8]([CH2:31][CH2:32][CH3:33])[N:7]2[N:34]=[C:35]([CH3:37])[N:36]=[C:6]12.Cl.[NH2:42][O:43][CH2:44][CH3:45].N1C=CC=CC=1.Cl. The catalyst is O.C(OCC)(=O)C. The product is [CH2:44]([O:43]/[N:42]=[C:3](\[C:2]([CH3:39])([CH3:40])[CH3:1])/[CH2:4][N:5]1[C:10](=[O:11])[C:9]([CH2:12][C:13]2[CH:14]=[CH:15][C:16]([C:19]3[CH:24]=[CH:23][CH:22]=[CH:21][C:20]=3[C:25]3[NH:29][C:28](=[O:30])[O:27][N:26]=3)=[CH:17][CH:18]=2)=[C:8]([CH2:31][CH2:32][CH3:33])[N:7]2[N:34]=[C:35]([CH3:37])[N:36]=[C:6]12)[CH3:45]. The yield is 0.490. (2) The reactants are Cl[C:2]1[C:3]([NH:8][C:9]2[CH:14]=[CH:13][C:12]([C@@H:15]3[O:20][CH2:19][CH2:18][N:17]([C:21]([O:23][C:24]([CH3:27])([CH3:26])[CH3:25])=[O:22])[CH2:16]3)=[CH:11][CH:10]=2)=[N:4][CH:5]=[CH:6][CH:7]=1.F[B-](F)(F)F.C1(P(C2CCCCC2)C2CCCCC2)CCCCC1.C1CCN2C(=NCCC2)CC1. The catalyst is CC1C=CC=CC=1C.CC(N(C)C)=O.C([O-])(=O)C.[Pd+2].C([O-])(=O)C. The product is [N:4]1[C:3]2[NH:8][C:9]3[C:14]([C:2]=2[CH:7]=[CH:6][CH:5]=1)=[CH:13][C:12]([C@@H:15]1[O:20][CH2:19][CH2:18][N:17]([C:21]([O:23][C:24]([CH3:27])([CH3:26])[CH3:25])=[O:22])[CH2:16]1)=[CH:11][CH:10]=3. The yield is 0.520. (3) The reactants are [C:1]([C:3]1[CH:4]=[CH:5][C:6]([CH3:28])=[C:7]([N:9]([CH2:14][C:15]([N:17]([N:19]2[CH2:27][C:26]3[C:21](=[CH:22][CH:23]=[CH:24][CH:25]=3)[CH2:20]2)[CH3:18])=[O:16])[CH2:10]C(O)=O)[CH:8]=1)#[N:2].CC1[C:38]2[C:33](=CC(N)=C(C)C=2)[N:32]([CH:41]2CCCC[O:42]2)N=1.O[N:48]1[C:52]2[CH:53]=CC=C[C:51]=2N=N1.CCN=C=N[CH2:62][CH2:63][CH2:64]N(C)C.[C:68]([O:71]CC)(=[O:70])C.[CH3:74]CCCCC. The catalyst is ClCCl.CN(C)C=O. The product is [C:1]([C:3]1[CH:4]=[CH:5][C:6]([CH3:28])=[C:7]([N:9]([CH2:14][C:15]([N:17]([N:19]2[CH2:20][C:21]3[C:26](=[CH:25][CH:24]=[CH:23][CH:22]=3)[CH2:27]2)[CH3:18])=[O:16])[CH2:10][C:41]([NH:32][CH2:33][CH2:38][N:48]([C:68]([O:71][C:63]([CH3:64])([CH3:74])[CH3:62])=[O:70])[CH:52]([CH3:51])[CH3:53])=[O:42])[CH:8]=1)#[N:2]. The yield is 0.810.